From a dataset of Full USPTO retrosynthesis dataset with 1.9M reactions from patents (1976-2016). Predict the reactants needed to synthesize the given product. (1) Given the product [NH2:23][C:9]1[N:8]=[CH:7][C:6]2[C:2]([C:32]3[CH:33]=[CH:34][C:35]([N:38]4[CH2:39][CH2:40][N:41]([C:59]([NH2:58])=[O:60])[CH2:42][CH2:43]4)=[N:36][CH:37]=3)=[CH:3][O:4][C:5]=2[C:10]=1[O:11][C@@H:12]([C:14]1[C:19]([Cl:20])=[CH:18][CH:17]=[C:16]([F:21])[C:15]=1[Cl:22])[CH3:13], predict the reactants needed to synthesize it. The reactants are: Br[C:2]1[C:6]2[CH:7]=[N:8][C:9]([NH2:23])=[C:10]([O:11][C@@H:12]([C:14]3[C:19]([Cl:20])=[CH:18][CH:17]=[C:16]([F:21])[C:15]=3[Cl:22])[CH3:13])[C:5]=2[O:4][CH:3]=1.CC1(C)C(C)(C)OB([C:32]2[CH:33]=[CH:34][C:35]([N:38]3[CH2:43][CH2:42][NH:41][CH2:40][CH2:39]3)=[N:36][CH:37]=2)O1.C(=O)([O-])[O-].[K+].[K+].ClCCl.C[Si]([N:58]=[C:59]=[O:60])(C)C.CCN(C(C)C)C(C)C.CN(C=O)C. (2) Given the product [CH:16]1([C:6]2[C:5]([C:2]3[NH:3][C:22]([CH2:23][CH3:24])=[CH:21][N:4]=3)=[CH:14][C:9]([C:10]([O:12][CH3:13])=[O:11])=[C:8]([CH3:15])[CH:7]=2)[CH2:17][CH2:18][CH2:19]1, predict the reactants needed to synthesize it. The reactants are: Cl.[C:2]([C:5]1[C:6]([CH:16]2[CH2:19][CH2:18][CH2:17]2)=[CH:7][C:8]([CH3:15])=[C:9]([CH:14]=1)[C:10]([O:12][CH3:13])=[O:11])(=[NH:4])[NH2:3].Br[CH2:21][C:22](=O)[CH2:23][CH3:24].C(=O)([O-])[O-].[K+].[K+].